This data is from Catalyst prediction with 721,799 reactions and 888 catalyst types from USPTO. The task is: Predict which catalyst facilitates the given reaction. (1) Reactant: Cl[CH2:2][C:3]1[C:8]([CH3:9])=[C:7]([O:10][CH2:11][CH2:12][CH2:13][O:14][CH3:15])[CH:6]=[CH:5][N:4]=1.[N:16]1[C:20]2[CH:21]=[CH:22][CH:23]=[CH:24][C:19]=2[NH:18][C:17]=1[SH:25].[OH-].[Na+]. Product: [CH3:15][O:14][CH2:13][CH2:12][CH2:11][O:10][C:7]1[CH:6]=[CH:5][N:4]=[C:3]([CH2:2][S:25][C:17]2[NH:18][C:19]3[CH:24]=[CH:23][CH:22]=[CH:21][C:20]=3[N:16]=2)[C:8]=1[CH3:9]. The catalyst class is: 6. (2) Reactant: [CH3:1][C:2]1([CH3:22])[C:7]2[CH:8]=[C:9]([C:12]3[N:16]([CH3:17])[C:15]([C:18]#[N:19])=[CH:14][C:13]=3[CH3:20])[CH:10]=[CH:11][C:6]=2[NH:5][C:4](=[O:21])[O:3]1.[Br:23]N1C(=O)CCC1=O.N1C=CC=CC=1.O. Product: [CH3:1][C:2]1([CH3:22])[C:7]2[CH:8]=[C:9]([C:12]3[N:16]([CH3:17])[C:15]([C:18]#[N:19])=[C:14]([Br:23])[C:13]=3[CH3:20])[CH:10]=[CH:11][C:6]=2[NH:5][C:4](=[O:21])[O:3]1. The catalyst class is: 1. (3) Reactant: [OH:1][C:2]1[C:7]2[C@@:8]3([OH:45])[C@@:21]([O:25][CH3:26])([C@H:22]([OH:24])[CH2:23][C:6]=2[CH:5]=[C:4]([CH3:46])[C:3]=1[C:47](O)=[O:48])[C:20](=[O:27])[C:19]1[C:10](=[CH:11][C:12]2[C:13](=[O:43])[C:14]([NH:30][CH:31]4[C@H:36]([O:37][CH3:38])[C@H:35]([OH:39])[C@@H:34]([O:40][CH3:41])[C@H:33]([CH3:42])[O:32]4)=[CH:15][C:16](=[O:29])[C:17]=2[C:18]=1[OH:28])[C:9]3=[O:44].O.ON1C2C=CC=CC=2N=N1.[C:61]1([N:67]2[CH2:72][CH2:71][NH:70][CH2:69][CH2:68]2)[CH:66]=[CH:65][CH:64]=[CH:63][CH:62]=1.[ClH:73]. Product: [ClH:73].[OH:1][C:2]1[C:7]2[C@@:8]3([OH:45])[C@@:21]([O:25][CH3:26])([C@H:22]([OH:24])[CH2:23][C:6]=2[CH:5]=[C:4]([CH3:46])[C:3]=1[C:47]([N:70]1[CH2:71][CH2:72][N:67]([C:61]2[CH:66]=[CH:65][CH:64]=[CH:63][CH:62]=2)[CH2:68][CH2:69]1)=[O:48])[C:20](=[O:27])[C:19]1[C:10](=[CH:11][C:12]2[C:13](=[O:43])[C:14]([NH:30][CH:31]4[C@H:36]([O:37][CH3:38])[C@H:35]([OH:39])[C@@H:34]([O:40][CH3:41])[C@H:33]([CH3:42])[O:32]4)=[CH:15][C:16](=[O:29])[C:17]=2[C:18]=1[OH:28])[C:9]3=[O:44]. The catalyst class is: 36.